This data is from Forward reaction prediction with 1.9M reactions from USPTO patents (1976-2016). The task is: Predict the product of the given reaction. (1) The product is: [Br:33][C:29]1[CH:28]=[C:27]([N:24]2[C:25]3[N:26]=[C:39]([CH3:40])[S:20][C:21]=3[C:22]([C:34]([O:36][CH2:37][CH3:38])=[O:35])=[N:23]2)[CH:32]=[CH:31][CH:30]=1. Given the reactants [NH2:26][C:25]1[N:24]([C:27]2[CH:32]=[CH:31][CH:30]=[C:29]([Br:33])[CH:28]=2)[N:23]=[C:22]([C:34]([O:36][CH2:37][CH3:38])=[O:35])[C:21]=1[S:20][S:20][C:21]1[C:22]([C:34]([O:36][CH2:37][CH3:38])=[O:35])=[N:23][N:24]([C:27]2[CH:32]=[CH:31][CH:30]=[C:29]([Br:33])[CH:28]=2)[C:25]=1[NH2:26].[C:39](=S)(N)[CH3:40].Cl, predict the reaction product. (2) Given the reactants [CH3:1][C:2]1[CH:3]=[CH:4][C:5]2[NH:10][CH2:9][CH:8]([C:11]([O:13]CC)=[O:12])[O:7][C:6]=2[CH:16]=1.[OH-].[Na+].Cl, predict the reaction product. The product is: [CH3:1][C:2]1[CH:3]=[CH:4][C:5]2[NH:10][CH2:9][CH:8]([C:11]([OH:13])=[O:12])[O:7][C:6]=2[CH:16]=1. (3) Given the reactants [F:1][C:2]1[CH:3]=[C:4]([CH:7]=[CH:8][CH:9]=1)[CH:5]=[CH2:6].C(O)(=[O:12])C.BrN1C(=O)CCC1=O.[OH-].[Na+], predict the reaction product. The product is: [F:1][C:2]1[CH:3]=[C:4]([CH:5]2[CH2:6][O:12]2)[CH:7]=[CH:8][CH:9]=1.